From a dataset of Peptide-MHC class I binding affinity with 185,985 pairs from IEDB/IMGT. Regression. Given a peptide amino acid sequence and an MHC pseudo amino acid sequence, predict their binding affinity value. This is MHC class I binding data. (1) The peptide sequence is LLTALGMSL. The MHC is HLA-A02:02 with pseudo-sequence HLA-A02:02. The binding affinity (normalized) is 0.809. (2) The peptide sequence is AQPAPQAPY. The MHC is HLA-A03:01 with pseudo-sequence HLA-A03:01. The binding affinity (normalized) is 0.213. (3) The peptide sequence is FMECNLNELV. The MHC is HLA-A02:01 with pseudo-sequence HLA-A02:01. The binding affinity (normalized) is 0.623. (4) The peptide sequence is DYMTSMKRF. The binding affinity (normalized) is 0.504. The MHC is HLA-A24:02 with pseudo-sequence HLA-A24:02.